Dataset: Catalyst prediction with 721,799 reactions and 888 catalyst types from USPTO. Task: Predict which catalyst facilitates the given reaction. Reactant: [CH3:1][NH2:2].[C:3]([C:5]1[CH:10]=[CH:9][C:8]([S:11](Cl)(=[O:13])=[O:12])=[CH:7][CH:6]=1)#[N:4]. Product: [C:3]([C:5]1[CH:10]=[CH:9][C:8]([S:11]([NH:2][CH3:1])(=[O:13])=[O:12])=[CH:7][CH:6]=1)#[N:4]. The catalyst class is: 166.